From a dataset of Full USPTO retrosynthesis dataset with 1.9M reactions from patents (1976-2016). Predict the reactants needed to synthesize the given product. (1) Given the product [Cl:15][C:4]1[CH:5]=[C:6]([N:8]2[CH2:13][CH2:12][N:11]([CH3:14])[CH2:10][CH2:9]2)[CH:7]=[C:2]([NH:23][CH2:22][C:21]2[CH:24]=[CH:25][C:18]([O:17][CH3:16])=[CH:19][CH:20]=2)[N:3]=1, predict the reactants needed to synthesize it. The reactants are: Cl[C:2]1[CH:7]=[C:6]([N:8]2[CH2:13][CH2:12][N:11]([CH3:14])[CH2:10][CH2:9]2)[CH:5]=[C:4]([Cl:15])[N:3]=1.[CH3:16][O:17][C:18]1[CH:25]=[CH:24][C:21]([CH2:22][NH2:23])=[CH:20][CH:19]=1.O. (2) Given the product [Cl:1][C:2]1[CH:10]=[CH:9][C:8]([C:11]2[CH:15]=[C:14]([CH:16]3[CH2:18][CH2:17]3)[NH:13][N:12]=2)=[CH:7][C:3]=1[C:4]([NH:19][CH2:20][C:21]1([OH:28])[CH2:27][CH2:26][CH2:25][CH2:24][CH2:23][CH2:22]1)=[O:6], predict the reactants needed to synthesize it. The reactants are: [Cl:1][C:2]1[CH:10]=[CH:9][C:8]([C:11]2[CH:15]=[C:14]([CH:16]3[CH2:18][CH2:17]3)[NH:13][N:12]=2)=[CH:7][C:3]=1[C:4]([OH:6])=O.[NH2:19][CH2:20][C:21]1([OH:28])[CH2:27][CH2:26][CH2:25][CH2:24][CH2:23][CH2:22]1.C(N1C=CN=C1)(N1C=CN=C1)=O.CN(C1C=CC=CN=1)C.ON1C2C=CC=CC=2N=N1.C(=O)([O-])[O-].